Dataset: Forward reaction prediction with 1.9M reactions from USPTO patents (1976-2016). Task: Predict the product of the given reaction. (1) Given the reactants [NH2:1][C:2]1[C:17]([OH:18])=[CH:16][C:15]([Br:19])=[CH:14][C:3]=1[C:4]([NH:6][C:7]1[CH:12]=[CH:11][C:10]([Cl:13])=[CH:9][N:8]=1)=[O:5].[CH:20]([N:23]1[CH2:28][CH2:27][CH:26]([C:29](O)=[O:30])[CH2:25][CH2:24]1)([CH3:22])[CH3:21].Cl.C(N=C=NCCCN(C)C)C.ON1C2C=CC=CC=2N=N1, predict the reaction product. The product is: [ClH:13].[Br:19][C:15]1[CH:16]=[C:17]([OH:18])[C:2]([NH:1][C:29]([CH:26]2[CH2:27][CH2:28][N:23]([CH:20]([CH3:22])[CH3:21])[CH2:24][CH2:25]2)=[O:30])=[C:3]([C:4](=[O:5])[NH:6][C:7]2[CH:12]=[CH:11][C:10]([Cl:13])=[CH:9][N:8]=2)[CH:14]=1. (2) Given the reactants C[O:2][C:3]([C:5]1([NH:34][CH3:35])[CH2:10][CH2:9][N:8]([C:11]2[N:19]=[CH:18][N:17]=[C:16]3[C:12]=2[N:13]=[C:14]([C:27]2[CH:32]=[CH:31][CH:30]=[CH:29][C:28]=2[Cl:33])[N:15]3[C:20]2[CH:25]=[CH:24][C:23]([Cl:26])=[CH:22][CH:21]=2)[CH2:7][CH2:6]1)=O.[H-].C([Al+]CC(C)C)C(C)C, predict the reaction product. The product is: [Cl:26][C:23]1[CH:22]=[CH:21][C:20]([N:15]2[C:14]([C:27]3[CH:32]=[CH:31][CH:30]=[CH:29][C:28]=3[Cl:33])=[N:13][C:12]3[C:16]2=[N:17][CH:18]=[N:19][C:11]=3[N:8]2[CH2:9][CH2:10][C:5]([CH2:3][OH:2])([NH:34][CH3:35])[CH2:6][CH2:7]2)=[CH:25][CH:24]=1. (3) Given the reactants [F:1][C:2]([F:48])([F:47])[C:3]1[CH:4]=[C:5]([CH:40]=[C:41]([C:43]([F:46])([F:45])[F:44])[CH:42]=1)[CH2:6][N:7]([CH2:21][C:22]1[CH:27]=[C:26]([C:28]([F:31])([F:30])[F:29])[CH:25]=[CH:24][C:23]=1[N:32]([CH2:36][CH:37]1[CH2:39][CH2:38]1)[CH2:33][CH2:34][CH3:35])[C:8]1[N:13]=[CH:12][C:11]([O:14][CH2:15][CH2:16][CH2:17][C:18]([OH:20])=[O:19])=[CH:10][N:9]=1.[OH-].[Na+:50], predict the reaction product. The product is: [Na+:50].[F:48][C:2]([F:1])([F:47])[C:3]1[CH:4]=[C:5]([CH:40]=[C:41]([C:43]([F:44])([F:45])[F:46])[CH:42]=1)[CH2:6][N:7]([CH2:21][C:22]1[CH:27]=[C:26]([C:28]([F:31])([F:30])[F:29])[CH:25]=[CH:24][C:23]=1[N:32]([CH2:36][CH:37]1[CH2:39][CH2:38]1)[CH2:33][CH2:34][CH3:35])[C:8]1[N:9]=[CH:10][C:11]([O:14][CH2:15][CH2:16][CH2:17][C:18]([O-:20])=[O:19])=[CH:12][N:13]=1.